Dataset: Forward reaction prediction with 1.9M reactions from USPTO patents (1976-2016). Task: Predict the product of the given reaction. Given the reactants [CH2:1]([NH:3][C:4]1[C:9]([CH2:10][NH:11][C:12]2[CH:17]=[CH:16][C:15]([F:18])=[C:14]([N+:19]([O-:21])=[O:20])[CH:13]=2)=[CH:8][N:7]=[C:6]([S:22][CH3:23])[N:5]=1)[CH3:2].CCN(CC)CC.[C:31](Cl)(Cl)=[O:32], predict the reaction product. The product is: [CH2:1]([N:3]1[C:4]2=[N:5][C:6]([S:22][CH3:23])=[N:7][CH:8]=[C:9]2[CH2:10][N:11]([C:12]2[CH:17]=[CH:16][C:15]([F:18])=[C:14]([N+:19]([O-:21])=[O:20])[CH:13]=2)[C:31]1=[O:32])[CH3:2].